From a dataset of Catalyst prediction with 721,799 reactions and 888 catalyst types from USPTO. Predict which catalyst facilitates the given reaction. (1) Product: [Cl:1][C:2]1[CH:19]=[C:18]([CH2:20][C:21]([OH:26])=[O:22])[CH:17]=[C:16]([Cl:23])[C:3]=1[O:4][C:5]1[CH:6]=[C:7]([CH:13]([CH3:15])[CH3:14])[C:8](=[O:12])[N:9]([CH3:11])[N:10]=1. Reactant: [Cl:1][C:2]1[CH:19]=[C:18]([CH2:20][CH2:21][OH:22])[CH:17]=[C:16]([Cl:23])[C:3]=1[O:4][C:5]1[CH:6]=[C:7]([CH:13]([CH3:15])[CH3:14])[C:8](=[O:12])[N:9]([CH3:11])[N:10]=1.CC(C)=[O:26].OS(O)(=O)=O.O=[Cr](=O)=O. The catalyst class is: 21. (2) Reactant: [Br:1][C:2]1[CH:7]=[CH:6][C:5]([SH:8])=[CH:4][CH:3]=1.II.C(N(CC)CC)C.[S:18](=O)(O)[O-].[Na+]. Product: [Br:1][C:2]12[S:18][CH:3]1[CH:4]1[S:8][CH:5]1[CH:6]=[CH:7]2. The catalyst class is: 124. (3) Reactant: C(OC([NH:8][C@@:9]1([C:33]([O:35]C(C)(C)C)=[O:34])[C@H:14]([CH2:15][S:16][C:17]2[CH:22]=[CH:21][C:20]([F:23])=[C:19]([F:24])[CH:18]=2)[C@@H:13]([OH:25])[C@@H:12]2[C@H:10]1[C@H:11]2[C:26]([O:28]C(C)(C)C)=[O:27])=O)(C)(C)C.[ClH:40]. Product: [ClH:40].[NH2:8][C@@:9]1([C:33]([OH:35])=[O:34])[C@H:14]([CH2:15][S:16][C:17]2[CH:22]=[CH:21][C:20]([F:23])=[C:19]([F:24])[CH:18]=2)[C@@H:13]([OH:25])[C@@H:12]2[C@H:10]1[C@H:11]2[C:26]([OH:28])=[O:27]. The catalyst class is: 4. (4) Reactant: CON(C)[C:4](=[O:18])[C:5]1[CH:10]=[CH:9][CH:8]=[C:7]([O:11][C:12]([F:17])([F:16])[CH:13]([F:15])[F:14])[CH:6]=1.[CH3:20][Mg]Br. Product: [F:17][C:12]([F:16])([O:11][C:7]1[CH:6]=[C:5]([C:4](=[O:18])[CH3:20])[CH:10]=[CH:9][CH:8]=1)[CH:13]([F:14])[F:15]. The catalyst class is: 1. (5) Reactant: [Cl:1][C:2]1[CH:7]=[CH:6][C:5]([NH:8][CH:9]=O)=[CH:4][CH:3]=1.[H-].[Na+].[Cl:13][C:14]1[N:22]=[C:21]2[C:17]([N:18]=[CH:19][N:20]2[CH3:23])=C(Cl)[N:15]=1.O. The catalyst class is: 9. Product: [Cl:13][C:14]1[N:22]=[C:21]2[C:17]([N:18]=[CH:19][N:20]2[CH3:23])=[C:9]([NH:8][C:5]2[CH:6]=[CH:7][C:2]([Cl:1])=[CH:3][CH:4]=2)[N:15]=1. (6) Reactant: Cl.[F:2][C:3]1([F:8])[CH2:7][CH2:6][NH:5][CH2:4]1.C=O.C([N:13]([CH2:16][CH3:17])[CH2:14][CH3:15])C.C[Si]([N:22]=[N+:23]=[N-:24])(C)C.[F:25][C:26]([F:36])([F:35])[C:27]1[CH:32]=CC([N+]#[C-])=[CH:29][CH:28]=1. Product: [F:2][C:3]1([F:8])[CH2:7][CH2:6][N:5]([CH2:17][C:16]2[N:13]([C:14]3[CH:15]=[CH:32][C:27]([C:26]([F:36])([F:35])[F:25])=[CH:28][CH:29]=3)[N:24]=[N:23][N:22]=2)[CH2:4]1. The catalyst class is: 5. (7) Reactant: C(N(CC)CC)C.[NH2:8][C:9]1[CH:10]=[C:11]([C:23](=[O:25])[CH3:24])[CH:12]=[C:13]([C:19]([CH3:22])([CH3:21])[CH3:20])[C:14]=1[O:15][CH2:16][O:17][CH3:18].[C:26](Cl)(=[O:28])[CH3:27]. Product: [C:23]([C:11]1[CH:12]=[C:13]([C:19]([CH3:20])([CH3:21])[CH3:22])[C:14]([O:15][CH2:16][O:17][CH3:18])=[C:9]([NH:8][C:26](=[O:28])[CH3:27])[CH:10]=1)(=[O:25])[CH3:24]. The catalyst class is: 7.